This data is from Reaction yield outcomes from USPTO patents with 853,638 reactions. The task is: Predict the reaction yield, written as a fraction of the theoretical maximum amount of product (1.0 means a 100% yield; for example, 0.34 means a 34% yield). (1) The reactants are [H-].[Na+].[F:3][C:4]([F:23])([F:22])[C:5]1[CH:6]=[C:7]([C@H:15]2[O:19][C:18](=[O:20])[NH:17][C@H:16]2[CH3:21])[CH:8]=[C:9]([C:11]([F:14])([F:13])[F:12])[CH:10]=1.Br[CH2:25][C:26]1[CH:31]=[C:30]([C:32]([F:35])([F:34])[F:33])[CH:29]=[CH:28][C:27]=1[I:36]. The catalyst is C1COCC1. The product is [F:23][C:4]([F:3])([F:22])[C:5]1[CH:6]=[C:7]([C@H:15]2[O:19][C:18](=[O:20])[N:17]([CH2:25][C:26]3[CH:31]=[C:30]([C:32]([F:33])([F:35])[F:34])[CH:29]=[CH:28][C:27]=3[I:36])[C@H:16]2[CH3:21])[CH:8]=[C:9]([C:11]([F:12])([F:13])[F:14])[CH:10]=1. The yield is 0.825. (2) The reactants are [CH2:1]([O:8][N:9]1[CH:13]=[CH:12][CH:11]=[N:10]1)[C:2]1[CH:7]=[CH:6][CH:5]=[CH:4][CH:3]=1.[Li]CCCC.[Sn:19](Cl)([CH2:28][CH2:29][CH2:30][CH3:31])([CH2:24][CH2:25][CH2:26][CH3:27])[CH2:20][CH2:21][CH2:22][CH3:23]. The catalyst is C1COCC1. The product is [CH2:1]([O:8][N:9]1[C:13]([Sn:19]([CH2:24][CH2:25][CH2:26][CH3:27])([CH2:28][CH2:29][CH2:30][CH3:31])[CH2:20][CH2:21][CH2:22][CH3:23])=[CH:12][CH:11]=[N:10]1)[C:2]1[CH:3]=[CH:4][CH:5]=[CH:6][CH:7]=1. The yield is 1.00. (3) The product is [Cl:1][C:2]1[CH:3]=[CH:4][C:5]([O:8][C:9](=[O:27])[N:10]([C@H:12]2[CH2:13][CH2:14][C@H:15]([CH2:18][CH2:19][CH2:20][N:21]([CH2:25][CH3:26])[CH2:22][CH2:23][OH:24])[CH2:16][CH2:17]2)[CH3:11])=[CH:6][CH:7]=1. The reactants are [Cl:1][C:2]1[CH:7]=[CH:6][C:5]([O:8][C:9](=[O:27])[N:10]([C@H:12]2[CH2:17][CH2:16][C@H:15]([C:18]#[C:19][CH2:20][N:21]([CH2:25][CH3:26])[CH2:22][CH2:23][OH:24])[CH2:14][CH2:13]2)[CH3:11])=[CH:4][CH:3]=1. The yield is 0.320. The catalyst is CO.[Pt].